Dataset: Catalyst prediction with 721,799 reactions and 888 catalyst types from USPTO. Task: Predict which catalyst facilitates the given reaction. (1) Reactant: [Si]([O:8][CH:9]1[CH2:13][CH2:12][N:11]([C:14]([O:16][C:17]([CH3:20])([CH3:19])[CH3:18])=[O:15])[CH2:10]1)(C(C)(C)C)(C)C.[CH3:21]CCC[N+](CCCC)(CCCC)CCCC.[F-]. Product: [OH:8][CH:9]1[CH2:10][N:11]([C:14]([O:16][C:17]([CH3:18])([CH3:19])[CH3:20])=[O:15])[CH:12]([CH3:21])[CH2:13]1. The catalyst class is: 1. (2) Reactant: [CH2:1]([CH:3]([CH2:26][CH3:27])[CH:4]([NH:16][C:17]1[CH:25]=[CH:24][C:20]([C:21]([OH:23])=O)=[CH:19][CH:18]=1)[C:5]1[O:6][C:7]2[CH:14]=[CH:13][C:12]([F:15])=[CH:11][C:8]=2[C:9]=1[CH3:10])[CH3:2].[CH3:28][NH:29][CH2:30][CH2:31][C:32]([O:34][CH2:35][CH3:36])=[O:33].O.ON1C2C=CC=CC=2N=N1.Cl.C(N=C=NCCCN(C)C)C.[Cl-].[NH4+]. Product: [CH2:1]([CH:3]([CH2:26][CH3:27])[CH:4]([NH:16][C:17]1[CH:18]=[CH:19][C:20]([C:21]([N:29]([CH3:28])[CH2:30][CH2:31][C:32]([O:34][CH2:35][CH3:36])=[O:33])=[O:23])=[CH:24][CH:25]=1)[C:5]1[O:6][C:7]2[CH:14]=[CH:13][C:12]([F:15])=[CH:11][C:8]=2[C:9]=1[CH3:10])[CH3:2]. The catalyst class is: 289.